From a dataset of Full USPTO retrosynthesis dataset with 1.9M reactions from patents (1976-2016). Predict the reactants needed to synthesize the given product. (1) Given the product [CH:21]([C:23]1[CH:30]=[CH:29][C:26]([CH2:27][CH2:8][C:7](=[O:9])[CH2:6][C:3](=[O:5])[CH3:4])=[CH:25][CH:24]=1)=[CH2:22], predict the reactants needed to synthesize it. The reactants are: [H-].[Na+].[C:3]([CH2:6][C:7](=[O:9])[CH3:8])(=[O:5])[CH3:4].CCCCCC.C([Li])CCC.[CH:21]([C:23]1[CH:30]=[CH:29][C:26]([CH2:27]Cl)=[CH:25][CH:24]=1)=[CH2:22].Cl. (2) Given the product [Cl:1][C:2]1[CH:7]=[CH:6][C:5]([C:8]2[NH:9][C:10]3[N:11]([N:15]=[CH:16][C:17]=3[C:18]3[O:19][CH:24]=[CH:25][N:20]=3)[C:12](=[O:14])[CH:13]=2)=[CH:4][C:3]=1[O:21][CH3:22], predict the reactants needed to synthesize it. The reactants are: [Cl:1][C:2]1[CH:7]=[CH:6][C:5]([C:8]2[NH:9][C:10]3[N:11]([N:15]=[CH:16][C:17]=3[C:18]([NH2:20])=[O:19])[C:12](=[O:14])[CH:13]=2)=[CH:4][C:3]=1[O:21][CH3:22].Br[CH2:24][CH:25](OCC)OCC.CC1C=CC(S(O)(=O)=O)=CC=1. (3) Given the product [Cl:1][C:2]1[CH:3]=[C:4]([CH:5]=[CH:6][C:7]=1[O:19][C:16]1[CH:17]=[CH:18][C:13]([Cl:12])=[C:14]([O:20][CH2:28][CH:29]2[CH2:31][CH2:30]2)[CH:15]=1)[NH2:9], predict the reactants needed to synthesize it. The reactants are: [Cl:1][C:2]1[CH:3]=[C:4]([N+:9]([O-])=O)[CH:5]=[CH:6][C:7]=1F.[Cl:12][C:13]1[CH:18]=[CH:17][C:16]([OH:19])=[CH:15][C:14]=1[OH:20].C(=O)([O-])[O-].[K+].[K+].Br[CH2:28][CH:29]1[CH2:31][CH2:30]1.[Cl-].[Ca+2].[Cl-]. (4) Given the product [Cl:17][C:12]1[CH:11]=[C:10]([C@@H:9]2[O:8][CH2:7][CH2:6][N:5]([C:18]([O:20][C:21]([CH3:24])([CH3:23])[CH3:22])=[O:19])[CH2:4][C@H:3]2[CH2:2][NH:1][C:33]([O:35][C:36]2[CH:37]=[CH:38][C:39]([N+:42]([O-:44])=[O:43])=[CH:40][CH:41]=2)=[O:34])[CH:15]=[CH:14][C:13]=1[Cl:16], predict the reactants needed to synthesize it. The reactants are: [NH2:1][CH2:2][C@H:3]1[C@H:9]([C:10]2[CH:15]=[CH:14][C:13]([Cl:16])=[C:12]([Cl:17])[CH:11]=2)[O:8][CH2:7][CH2:6][N:5]([C:18]([O:20][C:21]([CH3:24])([CH3:23])[CH3:22])=[O:19])[CH2:4]1.C(N(CC)CC)C.Cl[C:33]([O:35][C:36]1[CH:41]=[CH:40][C:39]([N+:42]([O-:44])=[O:43])=[CH:38][CH:37]=1)=[O:34].O. (5) Given the product [CH3:2][O:3][C:4](=[O:33])[CH:5]([O:31][CH3:32])[CH2:6][C:7]1[CH:12]=[CH:11][C:10]([O:13][CH2:14][CH2:15][CH2:16][O:17][C:18]2[CH:19]=[CH:20][C:21]([C:24]3[CH:25]=[CH:26][CH:27]=[CH:28][CH:29]=3)=[CH:22][CH:23]=2)=[CH:9][C:8]=1[CH3:30], predict the reactants needed to synthesize it. The reactants are: [Mg].[CH3:2][O:3][C:4](=[O:33])[C:5]([O:31][CH3:32])=[CH:6][C:7]1[CH:12]=[CH:11][C:10]([O:13][CH2:14][CH2:15][CH2:16][O:17][C:18]2[CH:23]=[CH:22][C:21]([C:24]3[CH:29]=[CH:28][CH:27]=[CH:26][CH:25]=3)=[CH:20][CH:19]=2)=[CH:9][C:8]=1[CH3:30]. (6) Given the product [CH:18]1([NH:21][C:22](=[O:23])[C:24]2[CH:29]=[C:28]([C:2]3[CH:17]=[CH:16][C:5]4[C:6]([C:9]5[CH:14]=[CH:13][C:12]([OH:15])=[CH:11][CH:10]=5)=[N:7][O:8][C:4]=4[CH:3]=3)[C:27]([CH3:33])=[C:26]([F:34])[CH:25]=2)[CH2:19][CH2:20]1, predict the reactants needed to synthesize it. The reactants are: Br[C:2]1[CH:17]=[CH:16][C:5]2[C:6]([C:9]3[CH:14]=[CH:13][C:12]([OH:15])=[CH:11][CH:10]=3)=[N:7][O:8][C:4]=2[CH:3]=1.[CH:18]1([NH:21][C:22]([C:24]2[CH:25]=[C:26]([F:34])[C:27]([CH3:33])=[C:28](B(O)O)[CH:29]=2)=[O:23])[CH2:20][CH2:19]1.C(=O)([O-])O.[Na+].